Dataset: Catalyst prediction with 721,799 reactions and 888 catalyst types from USPTO. Task: Predict which catalyst facilitates the given reaction. (1) Reactant: Br[C:2]1[S:6][C:5]2[C:7]([Br:11])=[C:8](Br)[S:9][C:4]=2[C:3]=1[Br:12].[C:13]1([Li])[CH:18]=[CH:17][CH:16]=[CH:15][CH:14]=1.C([O:24][CH2:25][CH2:26][CH2:27][CH3:28])CCC.[C:29](Cl)(=[O:51])[CH2:30][CH2:31][CH2:32][CH2:33][CH2:34][CH2:35][CH2:36][CH2:37][CH2:38][CH2:39][CH2:40][CH2:41][CH2:42][CH2:43][CH2:44][CH2:45][CH2:46][CH2:47][CH2:48][CH2:49][CH3:50]. Product: [Br:12][C:3]1[C:4]2[S:9][C:8]([C:25](=[O:24])[CH2:26][CH2:27][CH2:28][CH2:40][CH2:39][CH2:38][CH2:37][CH2:36][CH2:35][CH2:34][CH2:33][CH2:32][CH2:31][CH2:30][CH2:29][CH2:14][CH2:15][CH2:16][CH2:17][CH2:18][CH3:13])=[C:7]([Br:11])[C:5]=2[S:6][C:2]=1[C:29](=[O:51])[CH2:30][CH2:31][CH2:32][CH2:33][CH2:34][CH2:35][CH2:36][CH2:37][CH2:38][CH2:39][CH2:40][CH2:41][CH2:42][CH2:43][CH2:44][CH2:45][CH2:46][CH2:47][CH2:48][CH2:49][CH3:50]. The catalyst class is: 1. (2) Reactant: [Cl:1][CH2:2][CH2:3][O:4][C:5]1[CH:6]=[C:7]([C:11]2[CH:12]=[CH:13][C:14]3[N:18]=[CH:17][N:16](C(C4C=CC=CC=4)(C4C=CC=CC=4)C4C=CC=CC=4)[C:15]=3[CH:38]=2)[CH:8]=[CH:9][CH:10]=1.[F:39][C:40]1[CH:41]=[C:42]([CH:46]=[CH:47][CH:48]=1)[CH2:43][CH2:44][NH2:45]. Product: [ClH:1].[NH:18]1[C:14]2[CH:13]=[CH:12][C:11]([C:7]3[CH:6]=[C:5]([O:4][CH2:3][CH2:2][NH:45][CH2:44][CH2:43][C:42]4[CH:46]=[CH:47][CH:48]=[C:40]([F:39])[CH:41]=4)[CH:10]=[CH:9][CH:8]=3)=[CH:38][C:15]=2[N:16]=[CH:17]1. The catalyst class is: 412. (3) Reactant: [CH2:1]([O:3][C:4]([C:6]1[C:7](Cl)=[C:8]2[CH:14]=C[NH:12][C:9]2=[N:10][CH:11]=1)=[O:5])[CH3:2].Cl.[C:17]([C:21]1[CH:34]=[CH:33][C:24]([CH2:25][C:26]2([NH2:32])[CH2:31][CH2:30][NH:29][CH2:28][CH2:27]2)=[CH:23][CH:22]=1)([CH3:20])([CH3:19])[CH3:18].C([N:37](CC)CC)C. Product: [CH2:1]([O:3][C:4]([C:6]1[C:7]([N:29]2[CH2:30][CH2:31][C:26]([NH2:32])([CH2:25][C:24]3[CH:33]=[CH:34][C:21]([C:17]([CH3:20])([CH3:18])[CH3:19])=[CH:22][CH:23]=3)[CH2:27][CH2:28]2)=[C:8]2[CH:14]=[N:37][NH:12][C:9]2=[N:10][CH:11]=1)=[O:5])[CH3:2]. The catalyst class is: 51. (4) The catalyst class is: 7. Product: [OH:14][CH2:13][C:8]1[CH:7]=[C:6]2[C:11]([CH2:12][C:4](=[O:3])[NH:5]2)=[CH:10][CH:9]=1. Reactant: [BH4-].[Li+].[O:3]=[C:4]1[CH2:12][C:11]2[C:6](=[CH:7][C:8]([C:13](OC)=[O:14])=[CH:9][CH:10]=2)[NH:5]1.O.Cl. (5) Reactant: Cl.[NH2:2][CH2:3][CH2:4][CH2:5][C:6]([O:8][CH2:9][CH3:10])=[O:7].C(N(CC)CC)C.[C:18](O[C:18]([O:20][C:21]([CH3:24])([CH3:23])[CH3:22])=[O:19])([O:20][C:21]([CH3:24])([CH3:23])[CH3:22])=[O:19].Cl. Product: [C:21]([O:20][C:18]([NH:2][CH2:3][CH2:4][CH2:5][C:6]([O:8][CH2:9][CH3:10])=[O:7])=[O:19])([CH3:24])([CH3:23])[CH3:22]. The catalyst class is: 4. (6) Reactant: [F:1][C:2]1[CH:3]=[C:4]([CH2:9][C:10](O)=[O:11])[CH:5]=[C:6]([F:8])[CH:7]=1.B.C1COCC1.[OH-].[Na+]. Product: [F:1][C:2]1[CH:3]=[C:4]([CH2:9][CH2:10][OH:11])[CH:5]=[C:6]([F:8])[CH:7]=1. The catalyst class is: 20.